This data is from Catalyst prediction with 721,799 reactions and 888 catalyst types from USPTO. The task is: Predict which catalyst facilitates the given reaction. (1) Reactant: [OH-].[Na+].C([O:5][C:6]([CH:8]1[CH2:13][CH2:12][N:11]([C:14]([NH:16][C:17]2[CH:18]=[CH:19][C:20]3[N:21]([CH:31]([CH3:33])[CH3:32])[C:22]4[C:27]([C:28]=3[C:29]=2[CH3:30])=[CH:26][CH:25]=[CH:24][CH:23]=4)=[O:15])[CH2:10][CH2:9]1)=[O:7])C.Cl. Product: [C:6]([CH:8]1[CH2:13][CH2:12][N:11]([C:14]([NH:16][C:17]2[CH:18]=[CH:19][C:20]3[N:21]([CH:31]([CH3:33])[CH3:32])[C:22]4[C:27]([C:28]=3[C:29]=2[CH3:30])=[CH:26][CH:25]=[CH:24][CH:23]=4)=[O:15])[CH2:10][CH2:9]1)([OH:7])=[O:5]. The catalyst class is: 8. (2) Reactant: C(=O)([O-])[O-].[K+].[K+].CO.[Cl:9][C:10]1[CH:15]=[CH:14][C:13]([C@H:16]2[N:23]3[C:19]([S:20][C:21]([C:27]([N:29]([CH:40]([CH3:42])[CH3:41])[CH2:30][CH2:31][N:32](C)[C:33](=O)C(F)(F)F)=[O:28])=[C:22]3[CH:24]([CH3:26])[CH3:25])=[N:18][C@:17]2([C:44]2[CH:49]=[CH:48][C:47]([Cl:50])=[CH:46][CH:45]=2)[CH3:43])=[CH:12][CH:11]=1. Product: [Cl:9][C:10]1[CH:15]=[CH:14][C:13]([C@H:16]2[N:23]3[C:19]([S:20][C:21]([C:27]([N:29]([CH:40]([CH3:41])[CH3:42])[CH2:30][CH2:31][NH:32][CH3:33])=[O:28])=[C:22]3[CH:24]([CH3:26])[CH3:25])=[N:18][C@:17]2([C:44]2[CH:45]=[CH:46][C:47]([Cl:50])=[CH:48][CH:49]=2)[CH3:43])=[CH:12][CH:11]=1. The catalyst class is: 6. (3) Reactant: [NH:1]1[CH2:6][CH2:5][CH:4]([N:7]2[CH:11]=[C:10]([C:12]3[CH:17]=[N:16][C:15]([NH2:18])=[C:14]4[O:19][C:20]([C:22]5[CH2:23][CH2:24][NH:25][CH2:26][CH:27]=5)=[CH:21][C:13]=34)[CH:9]=[N:8]2)[CH2:3][CH2:2]1. Product: [NH:25]1[CH2:24][CH2:23][CH:22]([C:20]2[O:19][C:14]3=[C:15]([NH2:18])[N:16]=[CH:17][C:12]([C:10]4[CH:9]=[N:8][N:7]([CH:4]5[CH2:5][CH2:6][NH:1][CH2:2][CH2:3]5)[CH:11]=4)=[C:13]3[CH:21]=2)[CH2:27][CH2:26]1. The catalyst class is: 19. (4) Reactant: [S-:1][C:2]#[N:3].[K+].BrBr.[Cl:7][C:8]1[CH:9]=[C:10]2[C:14](=[CH:15][CH:16]=1)[NH:13][C:12]([C:17]([O:19][CH2:20][CH3:21])=[O:18])=[CH:11]2. Product: [Cl:7][C:8]1[CH:9]=[C:10]2[C:14](=[CH:15][CH:16]=1)[NH:13][C:12]([C:17]([O:19][CH2:20][CH3:21])=[O:18])=[C:11]2[S:1][C:2]#[N:3]. The catalyst class is: 5. (5) Reactant: OC(C(F)(F)F)=O.[NH:8]1[CH2:13][CH2:12][CH:11]([N:14]2[C@@H:18]3[CH2:19][CH2:20][CH2:21][CH2:22][C@H:17]3[NH:16][C:15]2=[O:23])[CH2:10][CH2:9]1.C(O)(=O)C.O=[C:29]1[CH2:33][CH2:32][N:31]([C:34]([O:36][CH2:37][CH3:38])=[O:35])[CH2:30]1.[Na]. Product: [O:23]=[C:15]1[N:14]([CH:11]2[CH2:10][CH2:9][N:8]([CH:29]3[CH2:33][CH2:32][N:31]([C:34]([O:36][CH2:37][CH3:38])=[O:35])[CH2:30]3)[CH2:13][CH2:12]2)[C@@H:18]2[CH2:19][CH2:20][CH2:21][CH2:22][C@H:17]2[NH:16]1. The catalyst class is: 4. (6) Reactant: S(Cl)([Cl:3])=O.[Cl:5][C:6]1[CH:11]=[C:10]([CH2:12]O)[CH:9]=[C:8]([O:14][CH3:15])[N:7]=1. Product: [ClH:3].[Cl:5][C:6]1[CH:11]=[C:10]([CH2:12][Cl:3])[CH:9]=[C:8]([O:14][CH3:15])[N:7]=1. The catalyst class is: 11. (7) Reactant: [C:1]([C:4]1[C:5]([NH:28][C:29]2[CH:34]=[CH:33][C:32]([C:35]([N:37]3[CH2:42][CH2:41][O:40][CH2:39][CH2:38]3)=[O:36])=[CH:31][CH:30]=2)=[CH:6][C:7]([N:14]2[CH2:19][CH2:18][CH2:17][C@@H:16]([NH:20]C(=O)OC(C)(C)C)[CH2:15]2)=[N:8][C:9]=1[O:10][CH2:11][CH2:12][CH3:13])(=[O:3])[NH2:2].C(O)(C(F)(F)F)=O. Product: [NH2:20][C@@H:16]1[CH2:17][CH2:18][CH2:19][N:14]([C:7]2[CH:6]=[C:5]([NH:28][C:29]3[CH:34]=[CH:33][C:32]([C:35]([N:37]4[CH2:38][CH2:39][O:40][CH2:41][CH2:42]4)=[O:36])=[CH:31][CH:30]=3)[C:4]([C:1]([NH2:2])=[O:3])=[C:9]([O:10][CH2:11][CH2:12][CH3:13])[N:8]=2)[CH2:15]1. The catalyst class is: 2.